Regression. Given a peptide amino acid sequence and an MHC pseudo amino acid sequence, predict their binding affinity value. This is MHC class II binding data. From a dataset of Peptide-MHC class II binding affinity with 134,281 pairs from IEDB. (1) The peptide sequence is QGEPGRVIRGKKGAG. The MHC is DRB1_0701 with pseudo-sequence DRB1_0701. The binding affinity (normalized) is 0.397. (2) The peptide sequence is KSVVVLNRKTFEREY. The MHC is HLA-DQA10201-DQB10402 with pseudo-sequence HLA-DQA10201-DQB10402. The binding affinity (normalized) is 0.366. (3) The peptide sequence is WLLIEVLKGMKTTSE. The MHC is DRB5_0101 with pseudo-sequence DRB5_0101. The binding affinity (normalized) is 0.613. (4) The peptide sequence is LASSCQVAFSYFPPP. The MHC is HLA-DPA10201-DPB10501 with pseudo-sequence HLA-DPA10201-DPB10501. The binding affinity (normalized) is 0.320.